Dataset: Full USPTO retrosynthesis dataset with 1.9M reactions from patents (1976-2016). Task: Predict the reactants needed to synthesize the given product. (1) The reactants are: C[O:2][C:3]1[CH:4]=[C:5]([Si:9]([C:26]2[CH:31]=[CH:30][CH:29]=[C:28]([O:32]C)[CH:27]=2)([C:18]2[CH:23]=[CH:22][CH:21]=[C:20]([O:24]C)[CH:19]=2)[C:10]2[CH:15]=[CH:14][CH:13]=[C:12]([O:16]C)[CH:11]=2)[CH:6]=[CH:7][CH:8]=1.B(Br)(Br)Br.[OH-].[Na+].[Na+].[Cl-]. Given the product [OH:16][C:12]1[CH:11]=[C:10]([Si:9]([C:18]2[CH:23]=[CH:22][CH:21]=[C:20]([OH:24])[CH:19]=2)([C:5]2[CH:6]=[CH:7][CH:8]=[C:3]([OH:2])[CH:4]=2)[C:26]2[CH:31]=[CH:30][CH:29]=[C:28]([OH:32])[CH:27]=2)[CH:15]=[CH:14][CH:13]=1, predict the reactants needed to synthesize it. (2) Given the product [OH:6][CH:5]([C:7]1[CH:12]=[CH:11][C:10]([C:13]([CH3:18])([CH3:17])[C:14]([OH:16])=[O:15])=[CH:9][CH:8]=1)[CH2:4][CH2:3][CH2:2][Cl:1], predict the reactants needed to synthesize it. The reactants are: [Cl:1][CH2:2][CH2:3][CH2:4][C:5]([C:7]1[CH:12]=[CH:11][C:10]([C:13]([CH3:18])([CH3:17])[C:14]([OH:16])=[O:15])=[CH:9][CH:8]=1)=[O:6].[BH4-].[Na+].Cl. (3) Given the product [Cl:41][C:24]1[C:25]([N:27]([CH3:40])[C:28]2[CH:33]=[CH:32][CH:31]=[CH:30][C:29]=2[S:34]([CH:37]([CH3:38])[CH3:39])(=[O:36])=[O:35])=[N:26][C:21]([NH:16][C:13]2[CH:14]=[CH:15][C:8]3[CH2:7][CH2:6][CH:5]([NH:4][CH2:3][CH:2]([F:19])[F:1])[CH2:11][CH2:10][C:9]=3[C:12]=2[O:17][CH3:18])=[N:22][CH:23]=1, predict the reactants needed to synthesize it. The reactants are: [F:1][CH:2]([F:19])[CH2:3][NH:4][CH:5]1[CH2:11][CH2:10][C:9]2[C:12]([O:17][CH3:18])=[C:13]([NH2:16])[CH:14]=[CH:15][C:8]=2[CH2:7][CH2:6]1.Cl[C:21]1[N:26]=[C:25]([N:27]([CH3:40])[C:28]2[CH:33]=[CH:32][CH:31]=[CH:30][C:29]=2[S:34]([CH:37]([CH3:39])[CH3:38])(=[O:36])=[O:35])[C:24]([Cl:41])=[CH:23][N:22]=1. (4) Given the product [NH2:1][C:2]1[C:14]([NH2:15])=[C:13]2[C:5]([C:6]3[C:11]([CH2:18][CH2:19][CH2:20][CH3:21])([CH2:12]2)[CH2:10][CH2:9][C:8](=[O:22])[C:7]=3[CH3:23])=[CH:4][C:3]=1[F:24], predict the reactants needed to synthesize it. The reactants are: [NH2:1][C:2]1[C:14]([N+:15]([O-])=O)=[C:13]2[C:5]([C:6]3[C:11]([CH2:18][CH2:19][CH2:20][CH3:21])([CH2:12]2)[CH2:10][CH2:9][C:8](=[O:22])[C:7]=3[CH3:23])=[CH:4][C:3]=1[F:24].CC([O-])=O.[K+]. (5) Given the product [CH3:30][O:31][C:2]1[C:11]2[CH2:10][CH2:9][CH:8]3[CH:12]([CH3:17])[C:13](=[O:16])[CH2:14][CH2:15][C:7]3([C:18]3[CH:23]=[CH:22][CH:21]=[CH:20][CH:19]=3)[C:6]=2[N:5]=[C:4]([C:24]2[CH:29]=[CH:28][CH:27]=[CH:26][CH:25]=2)[N:3]=1, predict the reactants needed to synthesize it. The reactants are: Cl[C:2]1[C:11]2[CH2:10][CH2:9][CH:8]3[CH:12]([CH3:17])[C:13](=[O:16])[CH2:14][CH2:15][C:7]3([C:18]3[CH:23]=[CH:22][CH:21]=[CH:20][CH:19]=3)[C:6]=2[N:5]=[C:4]([C:24]2[CH:29]=[CH:28][CH:27]=[CH:26][CH:25]=2)[N:3]=1.[CH3:30][O-:31].[Na+].